Dataset: Full USPTO retrosynthesis dataset with 1.9M reactions from patents (1976-2016). Task: Predict the reactants needed to synthesize the given product. (1) Given the product [CH3:18][C:16]([CH3:19])([CH3:17])[C@@H:15]([C:20]([OH:22])=[O:21])[NH:14][C:12]([C:3]1[C:2]([NH:1][C:24]([NH:23][C:26]2[C:27]([CH3:34])=[CH:28][C:29]([CH3:33])=[CH:30][C:31]=2[CH3:32])=[O:25])=[CH:11][C:10]2[C:5](=[CH:6][CH:7]=[CH:8][CH:9]=2)[CH:4]=1)=[O:13], predict the reactants needed to synthesize it. The reactants are: [NH2:1][C:2]1[C:3]([C:12]([NH:14][C@H:15]([C:20]([OH:22])=[O:21])[C:16]([CH3:19])([CH3:18])[CH3:17])=[O:13])=[CH:4][C:5]2[C:10]([CH:11]=1)=[CH:9][CH:8]=[CH:7][CH:6]=2.[N:23]([C:26]1[C:31]([CH3:32])=[CH:30][C:29]([CH3:33])=[CH:28][C:27]=1[CH3:34])=[C:24]=[O:25].[Li+].[OH-].Cl. (2) Given the product [C:17]([CH:21]1[CH2:22][CH2:23][CH:24]([C:27]([NH:1][CH:2]([C:5]2[C:6](=[O:16])[NH:7][C:8]([CH:11]3[CH2:15][CH2:14][CH2:13][CH2:12]3)=[N:9][N:10]=2)[CH2:3][CH3:4])=[O:28])[CH2:25][CH2:26]1)([CH3:20])([CH3:18])[CH3:19], predict the reactants needed to synthesize it. The reactants are: [NH2:1][CH:2]([C:5]1[C:6](=[O:16])[NH:7][C:8]([CH:11]2[CH2:15][CH2:14][CH2:13][CH2:12]2)=[N:9][N:10]=1)[CH2:3][CH3:4].[C:17]([CH:21]1[CH2:26][CH2:25][CH:24]([C:27](Cl)=[O:28])[CH2:23][CH2:22]1)([CH3:20])([CH3:19])[CH3:18]. (3) Given the product [C:13]([O:11][C:6]1[CH:7]=[CH:8][CH:9]=[CH:10][C:5]=1[O:4][CH2:3][CH2:2][OH:1])(=[O:14])[CH3:12], predict the reactants needed to synthesize it. The reactants are: [OH:1][CH2:2][CH2:3][O:4][C:5]1[CH:10]=[CH:9][CH:8]=[CH:7][C:6]=1[OH:11].[CH3:12][C:13](C)=[O:14].C(=O)([O-])[O-].[K+].[K+].C(OC(=O)C)(=O)C.